From a dataset of Full USPTO retrosynthesis dataset with 1.9M reactions from patents (1976-2016). Predict the reactants needed to synthesize the given product. (1) Given the product [CH3:33][O:32][C:30](=[O:31])[CH2:29][CH2:28][CH2:27][O:26][C:16]1[C:15]([N:11]2[CH2:12][CH2:13][CH2:14][NH:8][CH2:9][CH2:10]2)=[C:24]2[C:19]([CH:20]=[CH:21][CH:22]=[N:23]2)=[CH:18][C:17]=1[CH3:25], predict the reactants needed to synthesize it. The reactants are: C(OC([N:8]1[CH2:14][CH2:13][CH2:12][N:11]([C:15]2[C:16]([O:26][CH2:27][CH2:28][CH2:29][C:30]([O:32][CH3:33])=[O:31])=[C:17]([CH3:25])[CH:18]=[C:19]3[C:24]=2[N:23]=[CH:22][CH:21]=[CH:20]3)[CH2:10][CH2:9]1)=O)(C)(C)C.Cl. (2) Given the product [F:7][C:8]([F:20])([F:21])[CH2:9][C:10]([CH2:15][C:16]([F:17])([F:18])[F:19])([CH2:11][NH2:12])[CH2:13][NH2:14], predict the reactants needed to synthesize it. The reactants are: [H-].[H-].[H-].[H-].[Li+].[Al+3].[F:7][C:8]([F:21])([F:20])[CH2:9][C:10]([CH2:15][C:16]([F:19])([F:18])[F:17])([C:13]#[N:14])[C:11]#[N:12]. (3) Given the product [C:32]([C:31]1([OH:37])[CH2:36][CH2:35][CH2:34][CH2:33][CH:29]1[CH2:28][C:25]1[CH:24]=[CH:23][C:22]([O:21][CH3:20])=[CH:27][CH:26]=1)#[N:2], predict the reactants needed to synthesize it. The reactants are: C[N:2](CC(C1(O)CCCCC1)C1C=CC(O)=CC=1)C.[CH3:20][O:21][C:22]1[CH:27]=[CH:26][C:25]([CH2:28][C:29]#N)=[CH:24][CH:23]=1.[C:31]1(=[O:37])[CH2:36][CH2:35][CH2:34][CH2:33][CH2:32]1.[OH-].[Na+]. (4) Given the product [C:41]([NH:40][S:37]([C:34]1[CH:35]=[CH:36][C:31]([NH:30][C:17]([C:6]2[N:7]([CH2:9][O:10][CH2:11][CH2:12][Si:13]([CH3:14])([CH3:15])[CH3:16])[CH:8]=[C:4]([C:2]#[N:3])[N:5]=2)=[O:19])=[C:32]([C:45]2[CH2:50][CH2:49][C:48]([CH3:52])([CH3:51])[CH2:47][CH:46]=2)[CH:33]=1)(=[O:39])=[O:38])([CH3:44])([CH3:42])[CH3:43], predict the reactants needed to synthesize it. The reactants are: [K+].[C:2]([C:4]1[N:5]=[C:6]([C:17]([O-:19])=O)[N:7]([CH2:9][O:10][CH2:11][CH2:12][Si:13]([CH3:16])([CH3:15])[CH3:14])[CH:8]=1)#[N:3].N1C=CC=CC=1.O=S(Cl)Cl.[NH2:30][C:31]1[CH:36]=[CH:35][C:34]([S:37]([NH:40][C:41]([CH3:44])([CH3:43])[CH3:42])(=[O:39])=[O:38])=[CH:33][C:32]=1[C:45]1[CH2:50][CH2:49][C:48]([CH3:52])([CH3:51])[CH2:47][CH:46]=1. (5) The reactants are: [OH:1][CH2:2][CH2:3][N:4]1[CH2:8][CH2:7][N:6]([C:9]2[C:13]([NH:14][C:15]([C:17]3[N:18]=[C:19]([C:22]4[CH:27]=[CH:26][N:25]=[C:24]([N:28]([CH2:36][C:37]([F:40])([F:39])[F:38])C(=O)OC(C)(C)C)[CH:23]=4)[O:20][CH:21]=3)=[O:16])=[CH:12][N:11]([CH3:41])[N:10]=2)[C:5]1=[O:42].Cl. Given the product [OH:1][CH2:2][CH2:3][N:4]1[CH2:8][CH2:7][N:6]([C:9]2[C:13]([NH:14][C:15]([C:17]3[N:18]=[C:19]([C:22]4[CH:27]=[CH:26][N:25]=[C:24]([NH:28][CH2:36][C:37]([F:38])([F:40])[F:39])[CH:23]=4)[O:20][CH:21]=3)=[O:16])=[CH:12][N:11]([CH3:41])[N:10]=2)[C:5]1=[O:42], predict the reactants needed to synthesize it. (6) Given the product [CH3:13][O:12][C:9]1[CH:8]=[C:5]([CH:4]=[C:3]([O:2][CH3:1])[C:10]=1[O:11][CH2:22][CH2:23][N:24]1[CH2:29][CH2:28][O:27][CH2:26][CH2:25]1)[C:6]#[N:7], predict the reactants needed to synthesize it. The reactants are: [CH3:1][O:2][C:3]1[CH:4]=[C:5]([CH:8]=[C:9]([O:12][CH3:13])[C:10]=1[OH:11])[C:6]#[N:7].C(=O)([O-])[O-].[K+].[K+].Cl.Cl[CH2:22][CH2:23][N:24]1[CH2:29][CH2:28][O:27][CH2:26][CH2:25]1. (7) Given the product [Cl:66][C:67]1[CH:72]=[CH:71][CH:70]=[C:69]([CH3:73])[C:68]=1[CH2:74][NH:75][C:20](=[O:22])[CH2:19][CH2:18][N:15]1[CH2:16][CH2:17][CH:12]([NH:11][CH2:10][C@H:9]([OH:8])[C:23]2[CH:32]=[CH:31][C:30]([OH:33])=[C:29]3[C:24]=2[CH:25]=[CH:26][C:27](=[O:34])[NH:28]3)[CH2:13][CH2:14]1, predict the reactants needed to synthesize it. The reactants are: [Si]([O:8][C@H:9]([C:23]1[CH:32]=[CH:31][C:30]([OH:33])=[C:29]2[C:24]=1[CH:25]=[CH:26][C:27](=[O:34])[NH:28]2)[CH2:10][NH:11][CH:12]1[CH2:17][CH2:16][N:15]([CH2:18][CH2:19][C:20]([OH:22])=O)[CH2:14][CH2:13]1)(C(C)(C)C)(C)C.CN(C(ON1N=NC2C=CC=NC1=2)=[N+](C)C)C.F[P-](F)(F)(F)(F)F.C(N(CC)CC)C.[Cl:66][C:67]1[CH:72]=[CH:71][CH:70]=[C:69]([CH3:73])[C:68]=1[CH2:74][NH2:75]. (8) Given the product [C:6]([C:5]([C:11]1[CH:16]=[CH:15][C:14]([O:17][CH3:18])=[C:13]([O:19][CH3:20])[CH:12]=1)([CH:8]([CH3:10])[CH3:9])[CH2:4][CH2:3][CH2:2][N:22]([CH3:21])[CH2:23][CH2:24][C:25]1[CH:26]=[C:27]([CH2:31][C:32]([O:34][CH3:35])=[O:33])[CH:28]=[CH:29][CH:30]=1)#[N:7], predict the reactants needed to synthesize it. The reactants are: Br[CH2:2][CH2:3][CH2:4][C:5]([C:11]1[CH:16]=[CH:15][C:14]([O:17][CH3:18])=[C:13]([O:19][CH3:20])[CH:12]=1)([CH:8]([CH3:10])[CH3:9])[C:6]#[N:7].[CH3:21][NH:22][CH2:23][CH2:24][C:25]1[CH:26]=[C:27]([CH2:31][C:32]([O:34][CH3:35])=[O:33])[CH:28]=[CH:29][CH:30]=1. (9) Given the product [F:1][C:2]([F:7])([F:6])[C:3]([O-:5])=[O:4].[CH3:8][N:9]([C+:11]([N:14]([CH3:16])[CH3:15])[Cl:12])[CH3:10], predict the reactants needed to synthesize it. The reactants are: [F:1][C:2]([F:7])([F:6])[C:3]([OH:5])=[O:4].[CH3:8][N:9]([C:11]([N:14]([CH3:16])[CH3:15])(Cl)[Cl:12])[CH3:10].